This data is from NCI-60 drug combinations with 297,098 pairs across 59 cell lines. The task is: Regression. Given two drug SMILES strings and cell line genomic features, predict the synergy score measuring deviation from expected non-interaction effect. (1) Drug 1: CC1=C(N=C(N=C1N)C(CC(=O)N)NCC(C(=O)N)N)C(=O)NC(C(C2=CN=CN2)OC3C(C(C(C(O3)CO)O)O)OC4C(C(C(C(O4)CO)O)OC(=O)N)O)C(=O)NC(C)C(C(C)C(=O)NC(C(C)O)C(=O)NCCC5=NC(=CS5)C6=NC(=CS6)C(=O)NCCC[S+](C)C)O. Drug 2: CS(=O)(=O)OCCCCOS(=O)(=O)C. Cell line: SK-MEL-5. Synergy scores: CSS=13.5, Synergy_ZIP=-5.12, Synergy_Bliss=-6.41, Synergy_Loewe=-39.5, Synergy_HSA=-4.78. (2) Drug 1: C1=CN(C=N1)CC(O)(P(=O)(O)O)P(=O)(O)O. Drug 2: CN1C2=C(C=C(C=C2)N(CCCl)CCCl)N=C1CCCC(=O)O.Cl. Cell line: EKVX. Synergy scores: CSS=0.413, Synergy_ZIP=1.40, Synergy_Bliss=0.687, Synergy_Loewe=0.588, Synergy_HSA=-2.46. (3) Drug 1: CC1=C(C=C(C=C1)C(=O)NC2=CC(=CC(=C2)C(F)(F)F)N3C=C(N=C3)C)NC4=NC=CC(=N4)C5=CN=CC=C5. Drug 2: C1=CC=C(C=C1)NC(=O)CCCCCCC(=O)NO. Cell line: OVCAR-5. Synergy scores: CSS=9.23, Synergy_ZIP=2.47, Synergy_Bliss=3.69, Synergy_Loewe=-25.6, Synergy_HSA=-12.9. (4) Drug 1: CS(=O)(=O)C1=CC(=C(C=C1)C(=O)NC2=CC(=C(C=C2)Cl)C3=CC=CC=N3)Cl. Drug 2: CCC1(CC2CC(C3=C(CCN(C2)C1)C4=CC=CC=C4N3)(C5=C(C=C6C(=C5)C78CCN9C7C(C=CC9)(C(C(C8N6C=O)(C(=O)OC)O)OC(=O)C)CC)OC)C(=O)OC)O.OS(=O)(=O)O. Cell line: SK-OV-3. Synergy scores: CSS=26.3, Synergy_ZIP=5.76, Synergy_Bliss=9.18, Synergy_Loewe=3.59, Synergy_HSA=8.42. (5) Drug 1: CCN(CC)CCCC(C)NC1=C2C=C(C=CC2=NC3=C1C=CC(=C3)Cl)OC. Drug 2: CCC1(C2=C(COC1=O)C(=O)N3CC4=CC5=C(C=CC(=C5CN(C)C)O)N=C4C3=C2)O.Cl. Cell line: K-562. Synergy scores: CSS=75.1, Synergy_ZIP=6.34, Synergy_Bliss=5.96, Synergy_Loewe=0.182, Synergy_HSA=9.32. (6) Drug 1: CC1C(C(CC(O1)OC2CC(CC3=C2C(=C4C(=C3O)C(=O)C5=C(C4=O)C(=CC=C5)OC)O)(C(=O)C)O)N)O.Cl. Drug 2: CC1C(C(=O)NC(C(=O)N2CCCC2C(=O)N(CC(=O)N(C(C(=O)O1)C(C)C)C)C)C(C)C)NC(=O)C3=C4C(=C(C=C3)C)OC5=C(C(=O)C(=C(C5=N4)C(=O)NC6C(OC(=O)C(N(C(=O)CN(C(=O)C7CCCN7C(=O)C(NC6=O)C(C)C)C)C)C(C)C)C)N)C. Cell line: SNB-19. Synergy scores: CSS=14.1, Synergy_ZIP=-1.20, Synergy_Bliss=3.12, Synergy_Loewe=2.83, Synergy_HSA=3.29. (7) Drug 1: C1CCC(C1)C(CC#N)N2C=C(C=N2)C3=C4C=CNC4=NC=N3. Drug 2: CN1C2=C(C=C(C=C2)N(CCCl)CCCl)N=C1CCCC(=O)O.Cl. Cell line: UO-31. Synergy scores: CSS=22.5, Synergy_ZIP=-5.87, Synergy_Bliss=1.79, Synergy_Loewe=0.487, Synergy_HSA=5.16. (8) Drug 1: C1=NC2=C(N1)C(=S)N=CN2. Drug 2: CC(C)NC(=O)C1=CC=C(C=C1)CNNC.Cl. Cell line: BT-549. Synergy scores: CSS=18.5, Synergy_ZIP=-8.57, Synergy_Bliss=1.58, Synergy_Loewe=-24.5, Synergy_HSA=-1.23. (9) Drug 1: CC1C(C(CC(O1)OC2CC(CC3=C2C(=C4C(=C3O)C(=O)C5=C(C4=O)C(=CC=C5)OC)O)(C(=O)CO)O)N)O.Cl. Drug 2: CC(CN1CC(=O)NC(=O)C1)N2CC(=O)NC(=O)C2. Cell line: HT29. Synergy scores: CSS=7.53, Synergy_ZIP=10.4, Synergy_Bliss=18.5, Synergy_Loewe=10.1, Synergy_HSA=8.81. (10) Drug 1: CC12CCC3C(C1CCC2=O)CC(=C)C4=CC(=O)C=CC34C. Drug 2: CC1=C2C(C(=O)C3(C(CC4C(C3C(C(C2(C)C)(CC1OC(=O)C(C(C5=CC=CC=C5)NC(=O)C6=CC=CC=C6)O)O)OC(=O)C7=CC=CC=C7)(CO4)OC(=O)C)O)C)OC(=O)C. Cell line: SF-295. Synergy scores: CSS=46.1, Synergy_ZIP=-1.88, Synergy_Bliss=-2.89, Synergy_Loewe=-5.18, Synergy_HSA=-1.08.